From a dataset of Peptide-MHC class I binding affinity with 185,985 pairs from IEDB/IMGT. Regression. Given a peptide amino acid sequence and an MHC pseudo amino acid sequence, predict their binding affinity value. This is MHC class I binding data. (1) The peptide sequence is SLIYYQNEV. The MHC is HLA-A02:01 with pseudo-sequence HLA-A02:01. The binding affinity (normalized) is 0.784. (2) The peptide sequence is FQQLNKRLL. The MHC is H-2-Db with pseudo-sequence H-2-Db. The binding affinity (normalized) is 0.424. (3) The peptide sequence is HQDDGQPRL. The MHC is HLA-A29:02 with pseudo-sequence HLA-A29:02. The binding affinity (normalized) is 0.0847. (4) The peptide sequence is REIGFIVPGL. The MHC is HLA-B40:02 with pseudo-sequence HLA-B40:02. The binding affinity (normalized) is 1.00. (5) The peptide sequence is LQYNTFLQY. The MHC is HLA-A68:02 with pseudo-sequence HLA-A68:02. The binding affinity (normalized) is 0.0847.